Dataset: Experimentally validated miRNA-target interactions with 360,000+ pairs, plus equal number of negative samples. Task: Binary Classification. Given a miRNA mature sequence and a target amino acid sequence, predict their likelihood of interaction. (1) The miRNA is hsa-miR-218-5p with sequence UUGUGCUUGAUCUAACCAUGU. The protein sequence of the target gene is MAQRYDELPHYGGMDGVGVPASMYGDPHAPRPIPPVHHLNHGPPLHATQHYGAHAPHPNVMPASMGSAVNDALKRDKDAIYGHPLFPLLALVFEKCELATCTPREPGVAGGDVCSSDSFNEDIAVFAKQVRAEKPLFSSNPELDNLMIQAIQVLRFHLLELEKVHELCDNFCHRYISCLKGKMPIDLVIDERDGSSKSDHEELSGSSTNLADHNPSSWRDHDDATSTHSAGTPGPSSGGHASQSGDNSSEQGDGLDNSVASPGTGDDDDPDKDKKRQKKRGIFPKVATNIMRAWLFQHLT.... Result: 1 (interaction). (2) The protein sequence of the target gene is MPGERPTDATVIPSAKRERKAITLDLKLEVLRRFEAGEKLSQIAKALDLAISTVATIRDSKEKIKASSQIATPLRASRLTRHRSAVMESMEQLLSLWLEDQSQPNATLSAAIVQEKAEFDDLQREHGEGSQTERFHASQGWLVRFKECHCLPHFKMNSAAPSNKDMYTEMLKSIIEEGEYTPQVSLT. The miRNA is mmu-miR-7663-5p with sequence GCUGCUUGGUGAUCAUCCACUGU. Result: 0 (no interaction). (3) The miRNA is hsa-miR-4665-3p with sequence CUCGGCCGCGGCGCGUAGCCCCCGCC. The protein sequence of the target gene is MEPIGARLSLEAPGPAPFREAPPAEELPAPVVPCVQGGGDGGGASETPSPDAQLGDRPLSPKEEAAPQEQEELLECRRRCRARSFSLPADPILQAAKFLQQQQQQAVALGGEGAEDAQLGPGGCCAKCKKRVQFADTLGLSLASVKHFSEAEEPQVPPAVLSRLRSFPMRAEDLEQLGGLLAAAAVAAPLSAPPSRLRPLFQLPGPSAAAERLQRQRVCLERVQCSTASGAEVKGSGRVLSCPGPRAVTVRYTFTEWRSFLDVPAELQPEPLEPQQPEAPSGASEPGSGDAKKEPGAECF.... Result: 1 (interaction). (4) Result: 0 (no interaction). The miRNA is hsa-miR-126-3p with sequence UCGUACCGUGAGUAAUAAUGCG. The protein sequence of the target gene is MSFFQLLMKRKELIPLVVFMTVAAGGASSFAVYSLWKTDVILDRKKNPEPWETVDPTVPQKLITINQQWKPIEELQNVQRVTK. (5) The miRNA is mmu-miR-6945-3p with sequence UCUGAGCUCUGCCCUUCCCAU. The protein sequence of the target gene is MSARSSGLVAAAALPVPSSSSSVAGGDVPRPPPRRRAASVAGQQQTRQEFGNGYTPRRSLAAVNDSGDSCHLRIVVLTGQSLAKKDIFGASDPYVRIDLNTINGDINIDSVLTKTKKKTLNPTWNEEFIFRVKPSEHKLVFQVFDENRLTRDDFLGMVELTLVNLPTEQEGRTIGEQSYTLRPRRSVGAKSRIKGTLRIYHAFIRETREQSEPSSGNSDGEWEHVEATNAGETSAQPHPFPTGGHDALPAGWEERQDANGRTYYVNHTARTTQWDRPTVLNSHSSQSTDDQLASDFQRRF.... Result: 0 (no interaction). (6) The miRNA is hsa-miR-149-5p with sequence UCUGGCUCCGUGUCUUCACUCCC. The protein sequence of the target gene is MFWKFDLNTTSHVDKLLDKEHVTLQELMDEDDILQECKAQNQKLLDFLCRQQCMEELVSLITQDPPLDMEEKVRFKYPNTACELLTCDVPQISDRLGGDESLLSLLYDFLDHEPPLNPLLASFFSKTIGNLIARKTEQVITFLKKKDKFISLVLKHIGTSALMDLLLRLVSCVEPAGLRQDVLHWLNEEKVIQRLVELIHPSQDEDRQSNASQTLCDIVRLGRDQGSQLQEALEPDPLLTALESQDCVEQLLKNMFDGDRTESCLVSGTQVLLTLLETRRVGTEGLVDSFSQGLERSYAV.... Result: 1 (interaction). (7) The miRNA is hsa-miR-5001-3p with sequence UUCUGCCUCUGUCCAGGUCCUU. The protein sequence of the target gene is MAAAVLRDSTSVPVTAEAKLMGFTQGCVTFEDVAIYFSQEEWGLLDEAQRLLYRDVMLENFALITALVCWHGMEDEETPEQSVSVEGVPQVRTPEASPSTQKIQSCDMCVPFLTDILHLTDLPGQELYLTGACAVFHQDQKHHSAEKPLESDMDKASFVQCCLFHESGMPFTSSEVGKDFLAPLGILQPQAIANYEKPNKISKCEEAFHVGISHYKWSQCRRESSHKHTFFHPRVCTGKRLYESSKCGKACCCECSLVQLQRVHPGERPYECSECGKSFSQTSHLNDHRRIHTGERPYVC.... Result: 1 (interaction). (8) The miRNA is hsa-miR-26b-5p with sequence UUCAAGUAAUUCAGGAUAGGU. The protein sequence of the target gene is MTARTLSLMASLVAYDDSDSEAETEHAGSFNATGQQKDTSGVARPPGQDFASGTLDVPKAGAQPTKHGSCEDPGGYRLPLAQLGRSDWGSCPSQRLQWPGKEPQVTFPIKEPSCSSLWTSHVPASHMPLAAARFKQVKLSRNFPKSSFHAQSESETVGKNGSSFQKKKCEDCVVPYTPRRLRQRQALSTETGKGKDVEPQGPPAGRAPAPLYVGPGVSEFIQPYLNSHYKETTVPRKVLFHLRGHRGPVNTIQWCPVLSKSHMLLSTSMDKTFKVWNAVDSGHCLQTYSLHTEAVRAARW.... Result: 1 (interaction).